Dataset: NCI-60 drug combinations with 297,098 pairs across 59 cell lines. Task: Regression. Given two drug SMILES strings and cell line genomic features, predict the synergy score measuring deviation from expected non-interaction effect. (1) Drug 1: CCC(=C(C1=CC=CC=C1)C2=CC=C(C=C2)OCCN(C)C)C3=CC=CC=C3.C(C(=O)O)C(CC(=O)O)(C(=O)O)O. Drug 2: CC1=C2C(C(=O)C3(C(CC4C(C3C(C(C2(C)C)(CC1OC(=O)C(C(C5=CC=CC=C5)NC(=O)C6=CC=CC=C6)O)O)OC(=O)C7=CC=CC=C7)(CO4)OC(=O)C)O)C)OC(=O)C. Cell line: LOX IMVI. Synergy scores: CSS=56.2, Synergy_ZIP=15.1, Synergy_Bliss=19.7, Synergy_Loewe=-9.19, Synergy_HSA=14.2. (2) Drug 1: CN(C)N=NC1=C(NC=N1)C(=O)N. Drug 2: C1=NC2=C(N1)C(=S)N=C(N2)N. Cell line: OVCAR-8. Synergy scores: CSS=22.8, Synergy_ZIP=-0.278, Synergy_Bliss=0.625, Synergy_Loewe=-28.3, Synergy_HSA=-0.378. (3) Drug 1: C1CCN(CC1)CCOC2=CC=C(C=C2)C(=O)C3=C(SC4=C3C=CC(=C4)O)C5=CC=C(C=C5)O. Drug 2: C1=CC(=C2C(=C1NCCNCCO)C(=O)C3=C(C=CC(=C3C2=O)O)O)NCCNCCO. Cell line: KM12. Synergy scores: CSS=38.6, Synergy_ZIP=3.95, Synergy_Bliss=2.38, Synergy_Loewe=-25.0, Synergy_HSA=0.0198. (4) Drug 1: CC1=C(C(=CC=C1)Cl)NC(=O)C2=CN=C(S2)NC3=CC(=NC(=N3)C)N4CCN(CC4)CCO. Drug 2: CN(CC1=CN=C2C(=N1)C(=NC(=N2)N)N)C3=CC=C(C=C3)C(=O)NC(CCC(=O)O)C(=O)O. Cell line: A498. Synergy scores: CSS=27.9, Synergy_ZIP=-9.30, Synergy_Bliss=-2.58, Synergy_Loewe=-6.21, Synergy_HSA=-1.04. (5) Drug 1: C1=CC=C(C(=C1)C(C2=CC=C(C=C2)Cl)C(Cl)Cl)Cl. Drug 2: C1CN(P(=O)(OC1)NCCCl)CCCl. Cell line: NCI-H226. Synergy scores: CSS=-1.73, Synergy_ZIP=0.774, Synergy_Bliss=-0.480, Synergy_Loewe=-0.156, Synergy_HSA=-2.01. (6) Drug 1: C1=C(C(=O)NC(=O)N1)N(CCCl)CCCl. Drug 2: CN(C(=O)NC(C=O)C(C(C(CO)O)O)O)N=O. Cell line: T-47D. Synergy scores: CSS=14.3, Synergy_ZIP=-3.53, Synergy_Bliss=-1.37, Synergy_Loewe=-4.28, Synergy_HSA=0.0506. (7) Drug 1: CS(=O)(=O)C1=CC(=C(C=C1)C(=O)NC2=CC(=C(C=C2)Cl)C3=CC=CC=N3)Cl. Drug 2: CC1=C(C(=O)C2=C(C1=O)N3CC4C(C3(C2COC(=O)N)OC)N4)N. Cell line: BT-549. Synergy scores: CSS=22.1, Synergy_ZIP=3.15, Synergy_Bliss=4.09, Synergy_Loewe=-5.47, Synergy_HSA=4.24.